Dataset: Full USPTO retrosynthesis dataset with 1.9M reactions from patents (1976-2016). Task: Predict the reactants needed to synthesize the given product. (1) The reactants are: F[C:2]1[CH:12]=[CH:11][C:5]([C:6]([O:8]CC)=[O:7])=[CH:4][C:3]=1[N+:13]([O-:15])=[O:14].[CH3:16][N:17]1[CH2:22][CH2:21][CH:20]([NH2:23])[CH2:19][CH2:18]1.C(N(CC)C(C)C)(C)C. Given the product [CH3:16][N:17]1[CH2:22][CH2:21][CH:20]([NH:23][C:2]2[CH:12]=[CH:11][C:5]([C:6]([OH:8])=[O:7])=[CH:4][C:3]=2[N+:13]([O-:15])=[O:14])[CH2:19][CH2:18]1, predict the reactants needed to synthesize it. (2) Given the product [CH3:1][S:2]([O:5][C@H:21]1[CH2:20][C:19]([CH3:24])([CH3:25])[CH2:18][C:17]2[N:16]=[C:15]([CH:26]3[CH2:27][CH2:28][N:29]([C:32]4[N:37]=[CH:36][C:35]([O:38][CH2:39][C:40]([CH2:41][OH:42])([CH3:43])[CH2:44][OH:45])=[CH:34][N:33]=4)[CH2:30][CH2:31]3)[C:14]([C@@H:46]([F:57])[C:47]3[CH:52]=[CH:51][C:50]([C:53]([F:55])([F:54])[F:56])=[CH:49][CH:48]=3)=[C:13]([CH:10]3[CH2:11][CH2:12][C:7]([F:6])([F:58])[CH2:8][CH2:9]3)[C:22]1=2)(=[O:4])=[O:3], predict the reactants needed to synthesize it. The reactants are: [CH3:1][S:2]([OH:5])(=[O:4])=[O:3].[F:6][C:7]1([F:58])[CH2:12][CH2:11][CH:10]([C:13]2[C:22]3[C@@H:21](O)[CH2:20][C:19]([CH3:25])([CH3:24])[CH2:18][C:17]=3[N:16]=[C:15]([CH:26]3[CH2:31][CH2:30][N:29]([C:32]4[N:37]=[CH:36][C:35]([O:38][CH2:39][C:40]([CH2:44][OH:45])([CH3:43])[CH2:41][OH:42])=[CH:34][N:33]=4)[CH2:28][CH2:27]3)[C:14]=2[C@@H:46]([F:57])[C:47]2[CH:52]=[CH:51][C:50]([C:53]([F:56])([F:55])[F:54])=[CH:49][CH:48]=2)[CH2:9][CH2:8]1. (3) Given the product [Cl:21][C:13]1[CH:14]=[C:15]([CH:18]=[C:19]([Cl:20])[C:12]=1[N:11]1[CH:10]=[C:5]2[CH:6]=[N:7][CH:8]=[CH:9][C:4]2=[N:1]1)[C:16]#[N:17], predict the reactants needed to synthesize it. The reactants are: [N:1]([C:4]1[CH:9]=[CH:8][N:7]=[CH:6][C:5]=1/[CH:10]=[N:11]/[C:12]1[C:19]([Cl:20])=[CH:18][C:15]([C:16]#[N:17])=[CH:14][C:13]=1[Cl:21])=[N+]=[N-]. (4) Given the product [C:1]([O:5][C:6]([N:8]1[CH2:9][CH:10]2[CH:14]([CH2:13][N:12]([C:17]3[CH:24]=[CH:23][CH:22]=[CH:21][C:18]=3[C:19]#[N:20])[CH2:11]2)[CH2:15]1)=[O:7])([CH3:4])([CH3:2])[CH3:3], predict the reactants needed to synthesize it. The reactants are: [C:1]([O:5][C:6]([N:8]1[CH2:15][CH:14]2[CH:10]([CH2:11][NH:12][CH2:13]2)[CH2:9]1)=[O:7])([CH3:4])([CH3:3])[CH3:2].Br[C:17]1[CH:24]=[CH:23][CH:22]=[CH:21][C:18]=1[C:19]#[N:20].CC1(C)C2C(=C(P(C3C=CC=CC=3)C3C=CC=CC=3)C=CC=2)OC2C(P(C3C=CC=CC=3)C3C=CC=CC=3)=CC=CC1=2.CC(C)([O-])C.[Na+]. (5) Given the product [Cl:1][C:2]1[S:6][C:5]([C:7]([NH:37][CH2:38][C:39]2[N:40]=[CH:41][N:42]([C:44]3[CH:53]=[CH:52][C:51]([N:54]4[CH:59]=[CH:58][CH:57]=[CH:56][C:55]4=[O:60])=[CH:50][C:45]=3[C:46]([O:48][CH3:49])=[O:47])[CH:43]=2)=[O:9])=[CH:4][CH:3]=1, predict the reactants needed to synthesize it. The reactants are: [Cl:1][C:2]1[S:6][C:5]([C:7]([OH:9])=O)=[CH:4][CH:3]=1.F[P-](F)(F)(F)(F)F.N1(O[P+](N(C)C)(N(C)C)N(C)C)C2C=CC=CC=2N=N1.[NH2:37][CH2:38][C:39]1[N:40]=[CH:41][N:42]([C:44]2[CH:53]=[CH:52][C:51]([N:54]3[CH:59]=[CH:58][CH:57]=[CH:56][C:55]3=[O:60])=[CH:50][C:45]=2[C:46]([O:48][CH3:49])=[O:47])[CH:43]=1. (6) Given the product [Cl:26][C:27]1[CH:32]=[CH:31][C:30]([C:2]2[NH:6][CH:5]=[C:4]([CH2:16][N:17]([CH3:25])[C:18](=[O:24])[O:19][C:20]([CH3:21])([CH3:22])[CH3:23])[CH:3]=2)=[C:29]([F:36])[CH:28]=1, predict the reactants needed to synthesize it. The reactants are: Br[C:2]1[N:6](S(C2C=NC=CC=2)(=O)=O)[CH:5]=[C:4]([CH2:16][N:17]([CH3:25])[C:18](=[O:24])[O:19][C:20]([CH3:23])([CH3:22])[CH3:21])[CH:3]=1.[Cl:26][C:27]1[CH:32]=[CH:31][C:30](B(O)O)=[C:29]([F:36])[CH:28]=1.C(=O)([O-])[O-].[Na+].[Na+]. (7) Given the product [Cl:1][C:2]1[CH:11]=[CH:10][C:9]2[C:4](=[CH:5][CH:6]=[CH:7][C:8]=2[O:12][CH2:21][CH2:20][O:23][CH3:24])[N:3]=1, predict the reactants needed to synthesize it. The reactants are: [Cl:1][C:2]1[CH:11]=[CH:10][C:9]2[C:4](=[CH:5][CH:6]=[CH:7][C:8]=2[OH:12])[N:3]=1.C(=O)([O-])[O-].[K+].[K+].Br[CH:20]([O:23][CH:24](CC)Br)[CH2:21]C.O. (8) Given the product [CH2:14]([O:18][CH2:19][CH:20]=[N:6][OH:7])[CH2:15][CH:16]=[CH2:17], predict the reactants needed to synthesize it. The reactants are: S(O)(O)(=O)=O.[NH2:6][OH:7].C([O-])(=O)C.[Na+].O.[CH2:14]([O:18][CH2:19][CH:20]=O)[CH2:15][CH:16]=[CH2:17]. (9) Given the product [NH2:20][C:51]([O:50][CH2:49][CH3:48])=[O:52].[N-:20]=[C:6]=[O:7].[N-:20]=[C:40]=[O:44].[O:52]=[C:51]1[CH2:53][C:36]([CH3:37])([CH3:1])[CH2:35][C:34]([CH3:31])=[CH:39]1.[C:29]([O:28][CH2:26][C:1]([CH2:2][OH:44])([CH2:6][O:7][C:58](=[O:59])[CH:60]=[CH2:61])[CH2:8][O:84][C:81](=[O:85])[CH:82]=[CH2:83])(=[O:30])[CH:31]=[CH2:34], predict the reactants needed to synthesize it. The reactants are: [C:1]1([CH3:8])[C:6]([OH:7])=CC=C[CH:2]=1.CC(C1C=CC(C[N+:20]2([CH3:40])C3C[CH:26]([O:28][C:29]([CH:31]([C:34]4[CH:39]=C[CH:37]=[CH:36][CH:35]=4)CO)=[O:30])CC2CC3)=CC=1)(C)C.[Br-].CC[O:44]CCO[CH2:48][CH2:49][O:50][C:51]([CH3:53])=[O:52].[C:58]1([CH:61]=[CH:60][C:58]([OH:59])=[CH:61][CH:60]=1)[OH:59].C1(P(C2C=CC=CC=2)C2C=CC=CC=2)C=CC=CC=1.[C:81]([OH:85])(=[O:84])[CH:82]=[CH2:83].